Dataset: Full USPTO retrosynthesis dataset with 1.9M reactions from patents (1976-2016). Task: Predict the reactants needed to synthesize the given product. Given the product [C:13]([O:12][C:1]12[CH2:10][CH:5]3[CH2:6][CH:7]([CH2:9][C:3]([OH:11])([CH2:4]3)[CH2:2]1)[CH2:8]2)(=[O:16])[CH:14]=[CH2:15], predict the reactants needed to synthesize it. The reactants are: [C:1]12([OH:12])[CH2:10][CH:5]3[CH2:6][CH:7]([CH2:9][C:3]([OH:11])([CH2:4]3)[CH2:2]1)[CH2:8]2.[C:13](O)(=[O:16])[CH:14]=[CH2:15].COC1C=CC(O)=CC=1.S(=O)(=O)(O)O.O=O.[OH-].[Na+].